This data is from Catalyst prediction with 721,799 reactions and 888 catalyst types from USPTO. The task is: Predict which catalyst facilitates the given reaction. Reactant: [CH2:1]([O:8][C:9]([NH:11][C@@H:12]([CH:21]([CH3:23])[CH3:22])[C@@H:13]([OH:20])[CH2:14][C:15](OCC)=O)=[O:10])[C:2]1[CH:7]=[CH:6][CH:5]=[CH:4][CH:3]=1.N1C(C)=CC=CC=1C.FC(F)(F)S(O)(=O)=O.[C:40]([SiH:44]([CH3:46])[CH3:45])([CH3:43])([CH3:42])[CH3:41].O. Product: [Si:44]([O:20][C@H:13]1[CH2:14][CH2:15][N:11]([C:9]([O:8][CH2:1][C:2]2[CH:3]=[CH:4][CH:5]=[CH:6][CH:7]=2)=[O:10])[C@H:12]1[CH:21]([CH3:22])[CH3:23])([C:40]([CH3:43])([CH3:42])[CH3:41])([CH3:46])[CH3:45]. The catalyst class is: 7.